From a dataset of Catalyst prediction with 721,799 reactions and 888 catalyst types from USPTO. Predict which catalyst facilitates the given reaction. (1) Reactant: O=[CH:2][CH2:3][CH2:4][CH:5]1[CH2:10][CH2:9][N:8]([C:11]([O:13][C:14]([CH3:17])([CH3:16])[CH3:15])=[O:12])[CH2:7][CH2:6]1.[C:18](=O)([O-])[O-].[K+].[K+].[N+](=C(P(=O)(OC)OC)C(=O)C)=[N-]. Product: [CH2:4]([CH:5]1[CH2:10][CH2:9][N:8]([C:11]([O:13][C:14]([CH3:17])([CH3:16])[CH3:15])=[O:12])[CH2:7][CH2:6]1)[CH2:3][C:2]#[CH:18]. The catalyst class is: 5. (2) Reactant: Br[CH2:2][C:3]1[N:8]=[C:7]([C:9]([F:12])([F:11])[F:10])[N:6]=[C:5]([C:13]([O:15][CH2:16][CH3:17])=[O:14])[CH:4]=1.[C:18]([O-:21])(=[O:20])[CH3:19].[Na+]. Product: [C:18]([O:21][CH2:2][C:3]1[N:8]=[C:7]([C:9]([F:12])([F:11])[F:10])[N:6]=[C:5]([C:13]([O:15][CH2:16][CH3:17])=[O:14])[CH:4]=1)(=[O:20])[CH3:19]. The catalyst class is: 10. (3) Reactant: C[Si]([N-][Si](C)(C)C)(C)C.[Li+].[N:11]1([C:22]([O:24][CH2:25][C:26]2[CH:31]=[CH:30][CH:29]=[CH:28][CH:27]=2)=[O:23])[CH2:16][CH2:15][CH:14]([C:17]([O:19][CH2:20][CH3:21])=[O:18])[CH2:13][CH2:12]1.I[CH2:33]C.C(=O)([O-])O.[Na+]. Product: [CH3:33][C:14]1([C:17]([O:19][CH2:20][CH3:21])=[O:18])[CH2:13][CH2:12][N:11]([C:22]([O:24][CH2:25][C:26]2[CH:31]=[CH:30][CH:29]=[CH:28][CH:27]=2)=[O:23])[CH2:16][CH2:15]1. The catalyst class is: 1. (4) Reactant: [Br:1][C:2]1[CH:3]=[C:4]([CH:9]=[C:10]([Cl:13])[C:11]=1[Cl:12])[C:5]([O:7]C)=[O:6].O[Li].O.Cl. Product: [Br:1][C:2]1[CH:3]=[C:4]([CH:9]=[C:10]([Cl:13])[C:11]=1[Cl:12])[C:5]([OH:7])=[O:6]. The catalyst class is: 387. (5) Reactant: [CH3:1][N:2]1[C:6]([N:7]2[C:11]3=[N:12][CH:13]=[CH:14][CH:15]=[C:10]3[CH:9]=[CH:8]2)=[C:5](/[CH:16]=[CH:17]/[C:18]([OH:20])=O)[C:4]([CH3:21])=[N:3]1.CC1C=CC=C([N+]([O-])=O)C=1C(OC(=O)C1C([N+]([O-])=O)=CC=CC=1C)=O.[CH3:47][C:48]1[CH:53]=[CH:52][C:51]([S:54]([NH2:57])(=[O:56])=[O:55])=[CH:50][CH:49]=1.C(N(CC)CC)C. Product: [CH3:1][N:2]1[C:6]([N:7]2[C:11]3=[N:12][CH:13]=[CH:14][CH:15]=[C:10]3[CH:9]=[CH:8]2)=[C:5](/[CH:16]=[CH:17]/[C:18]([NH:57][S:54]([C:51]2[CH:52]=[CH:53][C:48]([CH3:47])=[CH:49][CH:50]=2)(=[O:55])=[O:56])=[O:20])[C:4]([CH3:21])=[N:3]1. The catalyst class is: 594.